This data is from Reaction yield outcomes from USPTO patents with 853,638 reactions. The task is: Predict the reaction yield, written as a fraction of the theoretical maximum amount of product (1.0 means a 100% yield; for example, 0.34 means a 34% yield). The reactants are [H-].[Na+].[CH2:3]([O:10][CH2:11][CH2:12][O:13][CH2:14][CH2:15][O:16][CH2:17][CH2:18][O:19][CH2:20][CH2:21][O:22][CH2:23][CH2:24][O:25][CH2:26][CH2:27][OH:28])[C:4]1[CH:9]=[CH:8][CH:7]=[CH:6][CH:5]=1.CS(O[CH2:34][CH2:35][CH2:36][CH2:37][CH2:38][C:39]([O:41][CH2:42][CH3:43])=[O:40])(=O)=O. The catalyst is C1(C)C=CC=CC=1. The product is [CH2:42]([O:41][C:39](=[O:40])[CH2:38][CH2:37][CH2:36][CH2:35][CH2:34][O:28][CH2:27][CH2:26][O:25][CH2:24][CH2:23][O:22][CH2:21][CH2:20][O:19][CH2:18][CH2:17][O:16][CH2:15][CH2:14][O:13][CH2:12][CH2:11][O:10][CH2:3][C:4]1[CH:5]=[CH:6][CH:7]=[CH:8][CH:9]=1)[CH3:43]. The yield is 0.440.